From a dataset of Catalyst prediction with 721,799 reactions and 888 catalyst types from USPTO. Predict which catalyst facilitates the given reaction. (1) Product: [ClH:34].[CH3:1][N:2]1[CH2:3][CH2:4][N:5]([C:8]2[C:17]3[C:12](=[CH:13][CH:14]=[CH:15][CH:16]=3)[CH:11]=[C:10]([NH:18][S:31]([C:25]3[CH:30]=[CH:29][CH:28]=[CH:27][CH:26]=3)(=[O:33])=[O:32])[N:9]=2)[CH2:6][CH2:7]1. Reactant: [CH3:1][N:2]1[CH2:7][CH2:6][N:5]([C:8]2[C:17]3[C:12](=[CH:13][CH:14]=[CH:15][CH:16]=3)[CH:11]=[C:10]([NH2:18])[N:9]=2)[CH2:4][CH2:3]1.N1C=CC=CC=1.[C:25]1([S:31]([Cl:34])(=[O:33])=[O:32])[CH:30]=[CH:29][CH:28]=[CH:27][CH:26]=1. The catalyst class is: 2. (2) Reactant: [CH:1]1([C:7]2[O:11][CH:10]=[N:9][C:8]=2[C:12]([O:14]C)=[O:13])[CH2:6][CH2:5][CH2:4][CH2:3][CH2:2]1.[OH-].[Na+].Cl. Product: [CH:1]1([C:7]2[O:11][CH:10]=[N:9][C:8]=2[C:12]([OH:14])=[O:13])[CH2:2][CH2:3][CH2:4][CH2:5][CH2:6]1. The catalyst class is: 5. (3) Product: [CH3:1][O:2][C:3]([C:5]1[CH:6]=[C:7]2[C:12](=[CH:13][CH:14]=1)[N:11]=[C:10]([CH3:15])[CH:9]=[C:8]2[N:17]1[CH2:22][CH2:21][O:20][CH2:19][CH2:18]1)=[O:4]. Reactant: [CH3:1][O:2][C:3]([C:5]1[CH:6]=[C:7]2[C:12](=[CH:13][CH:14]=1)[N:11]=[C:10]([CH3:15])[CH:9]=[C:8]2Cl)=[O:4].[NH:17]1[CH2:22][CH2:21][O:20][CH2:19][CH2:18]1. The catalyst class is: 10. (4) Reactant: CC(OC(/N=N/C(OC(C)C)=O)=O)C.[CH2:15]([N:17]1[C:23]2[N:24]=[CH:25][C:26]([CH2:28][CH2:29][OH:30])=[CH:27][C:22]=2[C:21](=[O:31])[N:20]([CH3:32])[C:19]2[CH:33]=[CH:34][CH:35]=[N:36][C:18]1=2)[CH3:16].[Br:37][C:38]1[CH:43]=[CH:42][C:41](O)=[C:40]([CH3:45])[CH:39]=1.C1C=CC(P(C2C=CC=CC=2)C2C=CC=CC=2)=CC=1. Product: [Br:37][C:38]1[CH:43]=[CH:42][C:41]([O:30][CH2:29][CH2:28][C:26]2[CH:25]=[N:24][C:23]3[N:17]([CH2:15][CH3:16])[C:18]4[N:36]=[CH:35][CH:34]=[CH:33][C:19]=4[N:20]([CH3:32])[C:21](=[O:31])[C:22]=3[CH:27]=2)=[C:40]([CH3:45])[CH:39]=1. The catalyst class is: 1. (5) Reactant: Cl.Cl[CH2:3][C:4]([NH:6][C:7]1[CH:12]=[C:11]([Cl:13])[CH:10]=[CH:9][C:8]=1/[CH:14]=[CH:15]/[C:16]([N:18]1[CH:23]2[CH2:24][CH2:25][CH:19]1[CH2:20][N:21]([CH2:26][C:27]1[CH:32]=[CH:31][C:30]([F:33])=[CH:29][CH:28]=1)[CH2:22]2)=[O:17])=[O:5].[CH3:34][NH:35][CH3:36]. The catalyst class is: 1. Product: [Cl:13][C:11]1[CH:10]=[CH:9][C:8](/[CH:14]=[CH:15]/[C:16]([N:18]2[CH:23]3[CH2:24][CH2:25][CH:19]2[CH2:20][N:21]([CH2:26][C:27]2[CH:28]=[CH:29][C:30]([F:33])=[CH:31][CH:32]=2)[CH2:22]3)=[O:17])=[C:7]([NH:6][C:4](=[O:5])[CH2:3][N:35]([CH3:36])[CH3:34])[CH:12]=1.